This data is from Peptide-MHC class II binding affinity with 134,281 pairs from IEDB. The task is: Regression. Given a peptide amino acid sequence and an MHC pseudo amino acid sequence, predict their binding affinity value. This is MHC class II binding data. (1) The peptide sequence is DLAKYKANWIEIMRI. The MHC is DRB5_0101 with pseudo-sequence DRB5_0101. The binding affinity (normalized) is 0.598. (2) The peptide sequence is QPQYSQPKQPI. The MHC is HLA-DQA10201-DQB10201 with pseudo-sequence HLA-DQA10201-DQB10202. The binding affinity (normalized) is 0. (3) The peptide sequence is DFQEFAKLLFTNPVK. The MHC is DRB1_0101 with pseudo-sequence DRB1_0101. The binding affinity (normalized) is 0.405. (4) The peptide sequence is GQIGNDPNRDIL. The MHC is HLA-DQA10101-DQB10501 with pseudo-sequence HLA-DQA10101-DQB10501. The binding affinity (normalized) is 0.